Dataset: Full USPTO retrosynthesis dataset with 1.9M reactions from patents (1976-2016). Task: Predict the reactants needed to synthesize the given product. (1) Given the product [Cl:1][C:2]1[C:19]([F:20])=[CH:18][CH:17]=[C:4]2[C:3]=1[CH:32]([OH:33])[N:7]([C:8]([CH3:16])([C:10]1[CH:15]=[CH:14][CH:13]=[CH:12][CH:11]=1)[CH3:9])[C:5]2=[O:6], predict the reactants needed to synthesize it. The reactants are: [Cl:1][C:2]1[CH:3]=[C:4]([CH:17]=[CH:18][C:19]=1[F:20])[C:5]([NH:7][C:8]([CH3:16])([C:10]1[CH:15]=[CH:14][CH:13]=[CH:12][CH:11]=1)[CH3:9])=[O:6].CN(CCN(C)C)C.CN([CH:32]=[O:33])C. (2) Given the product [C:38]([NH:37][C:35]1[S:34][C:32]2[C:31]([N:36]=1)=[CH:30][CH:29]=[C:28]([O:27][C:26]1[CH:41]=[C:22]([NH:21][C:4](=[O:6])[C:3]3[CH:7]=[CH:8][CH:9]=[C:10]([C:11]([C:14]#[N:15])([CH3:13])[CH3:12])[C:2]=3[Cl:1])[CH:23]=[CH:24][C:25]=1[F:42])[N:33]=2)(=[O:40])[CH3:39], predict the reactants needed to synthesize it. The reactants are: [Cl:1][C:2]1[C:10]([C:11]([C:14]#[N:15])([CH3:13])[CH3:12])=[CH:9][CH:8]=[CH:7][C:3]=1[C:4]([OH:6])=O.CN(C)C=O.[NH2:21][C:22]1[CH:23]=[CH:24][C:25]([F:42])=[C:26]([CH:41]=1)[O:27][C:28]1[N:33]=[C:32]2[S:34][C:35]([NH:37][C:38](=[O:40])[CH3:39])=[N:36][C:31]2=[CH:30][CH:29]=1.O. (3) Given the product [Br:1][C:2]1[CH:7]=[CH:6][C:5]([C:8](=[O:9])[CH3:17])=[CH:4][C:3]=1[F:16], predict the reactants needed to synthesize it. The reactants are: [Br:1][C:2]1[CH:7]=[CH:6][C:5]([C:8](N2CCOCC2)=[O:9])=[CH:4][C:3]=1[F:16].[CH3:17][Mg]Br. (4) Given the product [C:2]([C:7]1[O:11][C:10]([CH2:12][N:13]2[CH:17]=[CH:16][C:15]([NH:18][C:33]([C:29]3[N:30]=[CH:31][O:32][C:28]=3[C:24]3[CH:25]=[CH:26][CH:27]=[C:22]([CH2:21][O:20][CH3:19])[CH:23]=3)=[O:34])=[N:14]2)=[CH:9][CH:8]=1)(=[O:6])[CH3:1], predict the reactants needed to synthesize it. The reactants are: [CH3:1][C:2]1([C:7]2[O:11][C:10]([CH2:12][N:13]3[CH:17]=[CH:16][C:15]([NH2:18])=[N:14]3)=[CH:9][CH:8]=2)[O:6]CCO1.[CH3:19][O:20][CH2:21][C:22]1[CH:23]=[C:24]([C:28]2[O:32][CH:31]=[N:30][C:29]=2[C:33](O)=[O:34])[CH:25]=[CH:26][CH:27]=1.